From a dataset of Reaction yield outcomes from USPTO patents with 853,638 reactions. Predict the reaction yield, written as a fraction of the theoretical maximum amount of product (1.0 means a 100% yield; for example, 0.34 means a 34% yield). The reactants are [CH3:1][O:2][C:3]([C:5]#[C:6][C:7]([O:9][CH3:10])=[O:8])=[O:4].[C:11]([O:15][C:16]([N:18]1[CH:22]=[CH:21][CH:20]=[CH:19]1)=[O:17])([CH3:14])([CH3:13])[CH3:12]. No catalyst specified. The product is [CH3:14][C:11]([O:15][C:16]([N:18]1[CH:19]2[CH:20]=[CH:21][CH:22]1[C:6]([C:7]([O:9][CH3:10])=[O:8])=[C:5]2[C:3]([O:2][CH3:1])=[O:4])=[O:17])([CH3:12])[CH3:13]. The yield is 0.500.